This data is from Cav3 T-type calcium channel HTS with 100,875 compounds. The task is: Binary Classification. Given a drug SMILES string, predict its activity (active/inactive) in a high-throughput screening assay against a specified biological target. The drug is S(Cn1nnc2c(c1=O)cccc2)c1oc(nn1)c1occc1. The result is 0 (inactive).